The task is: Predict which catalyst facilitates the given reaction.. This data is from Catalyst prediction with 721,799 reactions and 888 catalyst types from USPTO. (1) Reactant: Br[C:2]1[CH:3]=[CH:4][C:5]([O:9][CH3:10])=[C:6]([CH3:8])[CH:7]=1.[CH2:11]([OH:15])[CH2:12][C:13]#[CH:14].C(N(CC)CC)C.O. Product: [CH3:10][O:9][C:5]1[CH:4]=[CH:3][C:2]([C:14]#[C:13][CH2:12][CH2:11][OH:15])=[CH:7][C:6]=1[CH3:8]. The catalyst class is: 654. (2) Reactant: [Br:1][C:2]1[C:11]2[C:6](=[CH:7][CH:8]=[C:9]([C:12]([C:14]3[CH:19]=[CH:18][C:17]([Cl:20])=[CH:16][CH:15]=3)=[O:13])[CH:10]=2)[N:5]=[CH:4][CH:3]=1.[Cl:21][C:22]1[CH:27]=[CH:26][C:25]([Mg]Br)=[CH:24][CH:23]=1. Product: [Br:1][C:2]1[C:11]2[C:6](=[CH:7][CH:8]=[C:9]([C:12]([C:25]3[CH:26]=[CH:27][C:22]([Cl:21])=[CH:23][CH:24]=3)([C:14]3[CH:19]=[CH:18][C:17]([Cl:20])=[CH:16][CH:15]=3)[OH:13])[CH:10]=2)[N:5]=[CH:4][CH:3]=1. The catalyst class is: 1. (3) Reactant: [OH-].[Li+].[Br:3][C:4]1[CH:5]=[C:6]([C:14]([O:16]C)=[O:15])[C:7]2[CH:8]=[N:9][N:10]([CH3:13])[C:11]=2[CH:12]=1.Cl. Product: [Br:3][C:4]1[CH:5]=[C:6]([C:14]([OH:16])=[O:15])[C:7]2[CH:8]=[N:9][N:10]([CH3:13])[C:11]=2[CH:12]=1. The catalyst class is: 30. (4) Reactant: Br.[OH:2][C:3]([C:6]1[CH:7]=[CH:8][C:9]2[N:10]([CH:12]=[C:13]([C:15]([C:17]3[CH:22]=[CH:21][CH:20]=[CH:19][CH:18]=3)=[O:16])[N:14]=2)[CH:11]=1)([CH3:5])[CH3:4]. Product: [OH:2][C:3]([C:6]1[CH:7]=[CH:8][C:9]2[N:10]([CH:12]=[C:13]([C:15]([C:17]3[CH:22]=[CH:21][CH:20]=[CH:19][CH:18]=3)=[O:16])[N:14]=2)[CH:11]=1)([CH3:5])[CH3:4]. The catalyst class is: 503. (5) The catalyst class is: 41. Reactant: [Br:1][C:2]1[CH:3]=[C:4]([CH:6]=[CH:7][C:8]=1[O:9][CH3:10])[NH2:5].CO[CH:13]=[C:14]1[C:19](=[O:20])[O:18][C:17]([CH3:22])([CH3:21])[O:16][C:15]1=[O:23]. Product: [Br:1][C:2]1[CH:3]=[C:4]([NH:5][CH:13]=[C:14]2[C:15](=[O:23])[O:16][C:17]([CH3:21])([CH3:22])[O:18][C:19]2=[O:20])[CH:6]=[CH:7][C:8]=1[O:9][CH3:10]. (6) Reactant: [Si:1]([O:8][C@H:9]1[C@H:13]2[O:14][CH2:15][CH:16]([CH2:17][CH2:18]O)[C@H:12]2[O:11][CH2:10]1)([C:4]([CH3:7])([CH3:6])[CH3:5])([CH3:3])[CH3:2].[Li][CH2:21]CCC. Product: [C:4]([Si:1]([CH3:2])([CH3:3])[O:8][C@@H:9]1[CH2:10][O:11][C@@H:12]2[CH:16]([CH2:17][C:18]#[CH:21])[CH2:15][O:14][C@H:13]12)([CH3:5])([CH3:7])[CH3:6]. The catalyst class is: 25. (7) Reactant: Cl[C:2]1[C:11]2[C:6](=[CH:7][CH:8]=[CH:9][CH:10]=2)[C:5]([CH2:12][C:13]2[CH:18]=[CH:17][N:16]=[CH:15][CH:14]=2)=[N:4][N:3]=1.[CH3:19][C:20]([NH:22][C:23]1[CH:28]=[CH:27][C:26]([NH2:29])=[CH:25][CH:24]=1)=[O:21]. Product: [NH:22]([C:23]1[CH:28]=[CH:27][C:26]([NH:29][C:2]2[C:11]3[C:6](=[CH:7][CH:8]=[CH:9][CH:10]=3)[C:5]([CH2:12][C:13]3[CH:18]=[CH:17][N:16]=[CH:15][CH:14]=3)=[N:4][N:3]=2)=[CH:25][CH:24]=1)[C:20]([CH3:19])=[O:21]. The catalyst class is: 51. (8) Reactant: [Cl:1][C:2]1[CH:7]=[C:6]2[NH:8][C:9](=[O:33])[C:10]3([CH:15]([C:16]4[CH:21]=[CH:20][CH:19]=[C:18]([Cl:22])[CH:17]=4)[CH2:14][C:13](=[O:23])[N:12]([CH3:24])[CH:11]3[C:25]3[CH:30]=[C:29]([F:31])[CH:28]=[CH:27][C:26]=3[CH3:32])[C:5]2=[CH:4][CH:3]=1.C[O:35][CH:36]([Si](C)(C)C)[CH3:37].FC(F)(F)C(O)=O. Product: [Cl:1][C:2]1[CH:7]=[C:6]2[N:8]([CH2:37][CH2:36][OH:35])[C:9](=[O:33])[C:10]3([CH:15]([C:16]4[CH:21]=[CH:20][CH:19]=[C:18]([Cl:22])[CH:17]=4)[CH2:14][C:13](=[O:23])[N:12]([CH3:24])[CH:11]3[C:25]3[CH:30]=[C:29]([F:31])[CH:28]=[CH:27][C:26]=3[CH3:32])[C:5]2=[CH:4][CH:3]=1. The catalyst class is: 4. (9) Reactant: [CH3:1][N:2]1[C:10]2[C:5](=[CH:6][C:7]([C:11]([O:13]C)=[O:12])=[CH:8][CH:9]=2)[CH:4]=[N:3]1.[OH-].[Na+]. Product: [CH3:1][N:2]1[C:10]2[C:5](=[CH:6][C:7]([C:11]([OH:13])=[O:12])=[CH:8][CH:9]=2)[CH:4]=[N:3]1. The catalyst class is: 5. (10) Reactant: [CH:1]1([NH:6][C:7]([C:9]2[O:13][N:12]=[C:11]([C:14]3[CH:19]=[CH:18][C:17]([C:20]([F:23])([F:22])[F:21])=[C:16]([F:24])[CH:15]=3)[C:10]=2[CH2:25]O)=[O:8])[CH2:5][CH2:4][CH2:3][CH2:2]1.C(N(C(C)C)CC)(C)C.CS([Cl:40])(=O)=O.O. The catalyst class is: 60. Product: [Cl:40][CH2:25][C:10]1[C:11]([C:14]2[CH:19]=[CH:18][C:17]([C:20]([F:23])([F:22])[F:21])=[C:16]([F:24])[CH:15]=2)=[N:12][O:13][C:9]=1[C:7]([NH:6][CH:1]1[CH2:5][CH2:4][CH2:3][CH2:2]1)=[O:8].